Dataset: NCI-60 drug combinations with 297,098 pairs across 59 cell lines. Task: Regression. Given two drug SMILES strings and cell line genomic features, predict the synergy score measuring deviation from expected non-interaction effect. (1) Drug 1: C1=NC2=C(N=C(N=C2N1C3C(C(C(O3)CO)O)F)Cl)N. Drug 2: CCC1=C2CN3C(=CC4=C(C3=O)COC(=O)C4(CC)O)C2=NC5=C1C=C(C=C5)O. Cell line: COLO 205. Synergy scores: CSS=45.0, Synergy_ZIP=-3.68, Synergy_Bliss=-1.15, Synergy_Loewe=-17.5, Synergy_HSA=0.120. (2) Drug 1: C1=NC(=NC(=O)N1C2C(C(C(O2)CO)O)O)N. Drug 2: CC(C)CN1C=NC2=C1C3=CC=CC=C3N=C2N. Cell line: SN12C. Synergy scores: CSS=0.576, Synergy_ZIP=-5.02, Synergy_Bliss=-7.81, Synergy_Loewe=-6.77, Synergy_HSA=-9.16. (3) Drug 1: C1CCC(CC1)NC(=O)N(CCCl)N=O. Drug 2: CCN(CC)CCNC(=O)C1=C(NC(=C1C)C=C2C3=C(C=CC(=C3)F)NC2=O)C. Cell line: A549. Synergy scores: CSS=14.9, Synergy_ZIP=-6.33, Synergy_Bliss=1.20, Synergy_Loewe=-0.577, Synergy_HSA=-0.236.